From a dataset of Reaction yield outcomes from USPTO patents with 853,638 reactions. Predict the reaction yield, written as a fraction of the theoretical maximum amount of product (1.0 means a 100% yield; for example, 0.34 means a 34% yield). (1) The reactants are [F:1][C:2]1[C:14]([NH:15][CH2:16][C:17]2[CH:22]=[C:21]([C:23]3[CH:28]=[CH:27][CH:26]=[C:25]([F:29])[CH:24]=3)[CH:20]=[CH:19][C:18]=2[F:30])=[C:13]([CH3:31])[CH:12]=[CH:11][C:3]=1[O:4][CH2:5][C:6]([O:8]CC)=[O:7].[OH-].[Na+]. The catalyst is C1COCC1. The product is [F:1][C:2]1[C:14]([NH:15][CH2:16][C:17]2[CH:22]=[C:21]([C:23]3[CH:28]=[CH:27][CH:26]=[C:25]([F:29])[CH:24]=3)[CH:20]=[CH:19][C:18]=2[F:30])=[C:13]([CH3:31])[CH:12]=[CH:11][C:3]=1[O:4][CH2:5][C:6]([OH:8])=[O:7]. The yield is 0.820. (2) The reactants are [Cl:1][C:2]1[CH:7]=[CH:6][C:5]([N:8]2[C:16](=[O:17])[C:15]3[N:14]=[CH:13][N:12]([C:18]4[CH:23]=[CH:22][CH:21]=[CH:20][CH:19]=4)[C:11]=3[N:10]=[C:9]2[C:24]2[CH:29]=[CH:28][C:27]([C:30]([F:33])([F:32])[F:31])=[CH:26][CH:25]=2)=[CH:4][CH:3]=1.C([O-])(=O)C.[Na+].[Br:39]Br. The catalyst is C(O)(=O)C. The product is [Br:39][C:13]1[N:12]([C:18]2[CH:19]=[CH:20][CH:21]=[CH:22][CH:23]=2)[C:11]2[N:10]=[C:9]([C:24]3[CH:29]=[CH:28][C:27]([C:30]([F:33])([F:31])[F:32])=[CH:26][CH:25]=3)[N:8]([C:5]3[CH:4]=[CH:3][C:2]([Cl:1])=[CH:7][CH:6]=3)[C:16](=[O:17])[C:15]=2[N:14]=1. The yield is 0.840. (3) The reactants are [CH3:1][NH:2][CH2:3][C:4]1([C:10]2[CH:15]=[CH:14][C:13]([O:16][CH2:17][CH2:18][CH2:19][N:20]3[CH2:24][CH2:23][CH2:22][CH2:21]3)=[CH:12][CH:11]=2)[CH2:9][CH2:8][O:7][CH2:6][CH2:5]1.Br[CH2:26][CH2:27][C:28]1[CH:33]=[CH:32][CH:31]=[CH:30][CH:29]=1.C(=O)([O-])[O-].[K+].[K+]. The catalyst is C(Cl)Cl.O. The product is [CH3:1][N:2]([CH2:26][CH2:27][C:28]1[CH:33]=[CH:32][CH:31]=[CH:30][CH:29]=1)[CH2:3][C:4]1([C:10]2[CH:15]=[CH:14][C:13]([O:16][CH2:17][CH2:18][CH2:19][N:20]3[CH2:24][CH2:23][CH2:22][CH2:21]3)=[CH:12][CH:11]=2)[CH2:9][CH2:8][O:7][CH2:6][CH2:5]1. The yield is 0.200. (4) The reactants are [CH3:1][NH2:2].C[Al](C)C.[CH3:7][S:8][C:9]1[S:10][C:11]2[CH:17]=[C:16]([CH2:18][N:19]3[CH:23]=[C:22]([C:24]([O-:26])=O)[N:21]=[CH:20]3)[CH:15]=[CH:14][C:12]=2[N:13]=1. The catalyst is C1COCC1.C1(C)C=CC=CC=1.ClCCCl. The product is [CH3:1][NH:2][C:24]([C:22]1[N:21]=[CH:20][N:19]([CH2:18][C:16]2[CH:15]=[CH:14][C:12]3[N:13]=[C:9]([S:8][CH3:7])[S:10][C:11]=3[CH:17]=2)[CH:23]=1)=[O:26]. The yield is 0.580. (5) The reactants are [NH2:1][C:2]1[CH:3]=[C:4]([C:8]([C:10]2[C:18]3[C:17](SC)=[N:16][CH:15]=[N:14][C:13]=3[N:12]([CH3:21])[CH:11]=2)=[O:9])[CH:5]=[N:6][CH:7]=1.N. The catalyst is [Ni].O1CCOCC1. The product is [NH2:1][C:2]1[CH:3]=[C:4]([C:8]([C:10]2[C:18]3[CH:17]=[N:16][CH:15]=[N:14][C:13]=3[N:12]([CH3:21])[CH:11]=2)=[O:9])[CH:5]=[N:6][CH:7]=1. The yield is 1.00.